This data is from Forward reaction prediction with 1.9M reactions from USPTO patents (1976-2016). The task is: Predict the product of the given reaction. The product is: [CH2:1]([N:8]1[C:16]2[C:11](=[CH:12][CH:13]=[CH:14][CH:15]=2)[C:10]([C:17]2[O:18][C:19]([C:22]3[CH:23]=[C:24]4[C:29](=[CH:30][CH:31]=3)[CH:28]=[C:27]([O:32][CH2:33][C:34]([OH:36])=[O:35])[CH:26]=[CH:25]4)=[CH:20][N:21]=2)=[CH:9]1)[C:2]1[CH:7]=[CH:6][CH:5]=[CH:4][CH:3]=1. Given the reactants [CH2:1]([N:8]1[C:16]2[C:11](=[CH:12][CH:13]=[CH:14][CH:15]=2)[C:10]([C:17]2[O:18][C:19]([C:22]3[CH:23]=[C:24]4[C:29](=[CH:30][CH:31]=3)[CH:28]=[C:27]([O:32][CH2:33][C:34]([O:36]C)=[O:35])[CH:26]=[CH:25]4)=[CH:20][N:21]=2)=[CH:9]1)[C:2]1[CH:7]=[CH:6][CH:5]=[CH:4][CH:3]=1.[OH-].[Na+].Cl, predict the reaction product.